From a dataset of Reaction yield outcomes from USPTO patents with 853,638 reactions. Predict the reaction yield, written as a fraction of the theoretical maximum amount of product (1.0 means a 100% yield; for example, 0.34 means a 34% yield). (1) The reactants are Cl[C:2]1[CH:27]=[CH:26][C:5]2[C:6](=[O:25])[C:7]3[CH:14]=[C:13]([O:15][CH2:16][CH2:17][C@@H:18]4[CH2:22][O:21][C:20]([CH3:24])([CH3:23])[O:19]4)[CH:12]=[CH:11][C:8]=3[CH2:9][CH2:10][C:4]=2[CH:3]=1.[F:28][C:29]1[CH:35]=[C:34]([F:36])[CH:33]=[CH:32][C:30]=1[NH2:31].C1(C)C=CC=CC=1. The catalyst is CC([O-])=O.CC([O-])=O.[Pd+2].C(O)(C)(C)C. The product is [F:28][C:29]1[CH:35]=[C:34]([F:36])[CH:33]=[CH:32][C:30]=1[NH:31][C:2]1[CH:27]=[CH:26][C:5]2[C:6](=[O:25])[C:7]3[CH:14]=[C:13]([O:15][CH2:16][CH2:17][C@@H:18]4[CH2:22][O:21][C:20]([CH3:24])([CH3:23])[O:19]4)[CH:12]=[CH:11][C:8]=3[CH2:9][CH2:10][C:4]=2[CH:3]=1. The yield is 0.450. (2) The reactants are [CH3:1][O:2][C:3]1[CH:16]=[C:15]([O:17][CH3:18])[CH:14]=[CH:13][C:4]=1[CH2:5][NH:6][C:7]1[CH:12]=[CH:11][N:10]=[CH:9][N:8]=1.[Cl:19][C:20]1[C:21]([F:31])=[CH:22][C:23]([F:30])=[C:24]([S:26](Cl)(=[O:28])=[O:27])[CH:25]=1.N12CCN(CC1)CC2. The catalyst is C(#N)C. The product is [Cl:19][C:20]1[C:21]([F:31])=[CH:22][C:23]([F:30])=[C:24]([S:26]([N:6]([CH2:5][C:4]2[CH:13]=[CH:14][C:15]([O:17][CH3:18])=[CH:16][C:3]=2[O:2][CH3:1])[C:7]2[CH:12]=[CH:11][N:10]=[CH:9][N:8]=2)(=[O:28])=[O:27])[CH:25]=1. The yield is 0.260. (3) The reactants are [Cl:1][C:2]1[CH:7]=[CH:6][N:5]=[C:4]([CH:8]=[CH:9][C:10]([O:12][C:13]([CH3:16])([CH3:15])[CH3:14])=[O:11])[CH:3]=1. The catalyst is C(O)C.[Ni]. The product is [Cl:1][C:2]1[CH:7]=[CH:6][N:5]=[C:4]([CH2:8][CH2:9][C:10]([O:12][C:13]([CH3:16])([CH3:15])[CH3:14])=[O:11])[CH:3]=1. The yield is 0.750. (4) The reactants are Cl[C:2]1[N:6]([CH3:7])[N:5]=[C:4]([CH3:8])[C:3]=1[CH:9]=[O:10].[C:11]([O:15][CH2:16][CH3:17])(=[O:14])[CH2:12][SH:13].C(=O)([O-])[O-].[K+].[K+].CN(C)C=O. The catalyst is O. The product is [CH:9]([C:3]1[C:4]([CH3:8])=[N:5][N:6]([CH3:7])[C:2]=1[S:13][CH2:12][C:11]([O:15][CH2:16][CH3:17])=[O:14])=[O:10]. The yield is 0.280. (5) The reactants are [Br:1][C:2]1[CH:3]=[C:4]2[NH:10][C:9](=[O:11])/[C:8](=[CH:12]\[C:13]3[CH:18]=[CH:17][CH:16]=[C:15]([Cl:19])[C:14]=3[F:20])/[C:5]2=[N:6][CH:7]=1.[Li+].[OH-].[C:23]([C:25]1[CH:30]=[CH:29][C:28]([NH:31][C:32](=[O:41])[CH2:33]/[N:34]=[CH:35]/[CH2:36][C:37]([CH3:40])([CH3:39])[CH3:38])=[C:27]([O:42][CH3:43])[CH:26]=1)#[N:24]. The catalyst is O1CCCC1. The product is [Br:1][C:2]1[CH:3]=[C:4]2[NH:10][C:9](=[O:11])[C:8]3([CH:12]([C:13]4[CH:18]=[CH:17][CH:16]=[C:15]([Cl:19])[C:14]=4[F:20])[CH:33]([C:32]([NH:31][C:28]4[CH:29]=[CH:30][C:25]([C:23]#[N:24])=[CH:26][C:27]=4[O:42][CH3:43])=[O:41])[NH:34][CH:35]3[CH2:36][C:37]([CH3:40])([CH3:39])[CH3:38])[C:5]2=[N:6][CH:7]=1. The yield is 0.220. (6) The reactants are C(O)(=O)C.[OH-].[Na+].[NH2:7][C:8]1[C:17]([CH3:18])=[CH:16][CH:15]=[CH:14][C:9]=1[C:10]([NH:12][CH3:13])=[O:11].[Br:19]Br. The catalyst is O. The product is [NH2:7][C:8]1[C:17]([CH3:18])=[CH:16][C:15]([Br:19])=[CH:14][C:9]=1[C:10]([NH:12][CH3:13])=[O:11]. The yield is 0.900. (7) The reactants are [NH2:1][C:2]1[CH:3]=[C:4]([C:8]2[S:12][C:11]([C:13]3[CH:21]=[C:20]4[C:16]([CH2:17][N:18]([CH3:23])[C:19]4=[O:22])=[CH:15][CH:14]=3)=[CH:10][CH:9]=2)[CH:5]=[N:6][CH:7]=1.[F:24][C:25]1[CH:30]=[C:29]([F:31])[CH:28]=[CH:27][C:26]=1[S:32](Cl)(=[O:34])=[O:33]. The catalyst is CO.C(Cl)Cl. The product is [F:24][C:25]1[CH:30]=[C:29]([F:31])[CH:28]=[CH:27][C:26]=1[S:32]([NH:1][C:2]1[CH:7]=[N:6][CH:5]=[C:4]([C:8]2[S:12][C:11]([C:13]3[CH:21]=[C:20]4[C:16](=[CH:15][CH:14]=3)[CH2:17][N:18]([CH3:23])[C:19]4=[O:22])=[CH:10][CH:9]=2)[CH:3]=1)(=[O:34])=[O:33]. The yield is 0.470.